This data is from Full USPTO retrosynthesis dataset with 1.9M reactions from patents (1976-2016). The task is: Predict the reactants needed to synthesize the given product. (1) Given the product [C:18]1([CH:17]([C:24]2[CH:29]=[CH:28][CH:27]=[CH:26][CH:25]=2)[N:13]2[CH:14]=[CH:15][CH:16]=[C:11]([C:9]([NH:8][C@@H:4]([CH2:3][CH2:2][NH:1][C:39](=[NH:44])[CH3:40])[C:5]([OH:7])=[O:6])=[O:10])[C:12]2=[O:30])[CH:23]=[CH:22][CH:21]=[CH:20][CH:19]=1.[C:31]([OH:37])([C:33]([F:36])([F:35])[F:34])=[O:32], predict the reactants needed to synthesize it. The reactants are: [NH2:1][CH2:2][CH2:3][C@H:4]([NH:8][C:9]([C:11]1[C:12](=[O:30])[N:13]([CH:17]([C:24]2[CH:29]=[CH:28][CH:27]=[CH:26][CH:25]=2)[C:18]2[CH:23]=[CH:22][CH:21]=[CH:20][CH:19]=2)[CH:14]=[CH:15][CH:16]=1)=[O:10])[C:5]([OH:7])=[O:6].[C:31]([OH:37])([C:33]([F:36])([F:35])[F:34])=[O:32].Cl.[C:39](=[NH:44])(OCC)[CH3:40].C([O-])([O-])=O.[K+].[K+]. (2) Given the product [OH:39][C:36]1[CH:37]=[C:38]2[C:33]([CH2:32][CH2:31][N:30]2[C:27]([C:23]2[N:24]=[CH:25][N:26]=[C:21]([NH:20][C:16]3[CH:17]=[C:18]4[C:13](=[CH:14][CH:15]=3)[CH2:12][C:4]3([C:5]5[C:6](=[N:7][CH:8]=[CH:9][CH:10]=5)[NH:11][C:3]3=[O:2])[CH2:19]4)[CH:22]=2)=[O:29])=[CH:34][CH:35]=1, predict the reactants needed to synthesize it. The reactants are: Cl.[O:2]=[C:3]1[NH:11][C:6]2=[N:7][CH:8]=[CH:9][CH:10]=[C:5]2[C:4]21[CH2:19][C:18]1[C:13](=[CH:14][CH:15]=[C:16]([NH:20][C:21]3[N:26]=[CH:25][N:24]=[C:23]([C:27]([OH:29])=O)[CH:22]=3)[CH:17]=1)[CH2:12]2.[NH:30]1[C:38]2[C:33](=[CH:34][CH:35]=[C:36]([OH:39])[CH:37]=2)[CH2:32][CH2:31]1.CCN(C(C)C)C(C)C.CN(C(ON1N=NC2C=CC=CC1=2)=[N+](C)C)C.[B-](F)(F)(F)F. (3) Given the product [C:11](=[O:19])([O:12][C:13]1[CH:18]=[CH:17][CH:16]=[CH:15][N:14]=1)[O:10][C:6]1([CH:3]2[CH2:5][CH2:4]2)[CH2:9][O:8][CH2:7]1, predict the reactants needed to synthesize it. The reactants are: [H-].[Na+].[CH:3]1([C:6]2([OH:10])[CH2:9][O:8][CH2:7]2)[CH2:5][CH2:4]1.[C:11](=O)([O:19]C1C=CC=CN=1)[O:12][C:13]1[CH:18]=[CH:17][CH:16]=[CH:15][N:14]=1.